This data is from Full USPTO retrosynthesis dataset with 1.9M reactions from patents (1976-2016). The task is: Predict the reactants needed to synthesize the given product. (1) The reactants are: [Cl:1][C:2]1[CH:7]=[CH:6][C:5]([CH:8]([CH3:18])[CH2:9][C:10]([OH:17])([C:13]([F:16])([F:15])[F:14])[CH:11]=O)=[CH:4][C:3]=1[O:19][CH3:20].[NH2:21][C:22]1[CH:31]=[CH:30][C:29]([F:32])=[C:28]2[C:23]=1[CH:24]=[N:25][C:26]([CH3:33])=[N:27]2.[Cl-].[Na+].[CH3:36]C1C=CC=CC=1C. Given the product [Cl:1][C:2]1[CH:7]=[CH:6][C:5]([C:8]([CH3:18])([CH3:36])[CH2:9][C:10](/[CH:11]=[N:21]/[C:22]2[CH:31]=[CH:30][C:29]([F:32])=[C:28]3[C:23]=2[CH:24]=[N:25][C:26]([CH3:33])=[N:27]3)([OH:17])[C:13]([F:14])([F:15])[F:16])=[CH:4][C:3]=1[O:19][CH3:20], predict the reactants needed to synthesize it. (2) Given the product [Cl:1][C:2]1[C:3]([C:27]2[C:35]3[C:30](=[CH:31][CH:32]=[CH:33][CH:34]=3)[N:29]([CH3:36])[CH:28]=2)=[N:4][C:5]([NH:8][C:9]2[CH:14]=[C:13]([NH2:15])[C:12]([N:18]([CH2:20][CH2:21][N:22]([CH3:23])[CH3:24])[CH3:19])=[CH:11][C:10]=2[O:25][CH3:26])=[N:6][CH:7]=1, predict the reactants needed to synthesize it. The reactants are: [Cl:1][C:2]1[C:3]([C:27]2[C:35]3[C:30](=[CH:31][CH:32]=[CH:33][CH:34]=3)[N:29]([CH3:36])[CH:28]=2)=[N:4][C:5]([NH:8][C:9]2[CH:14]=[C:13]([N+:15]([O-])=O)[C:12]([N:18]([CH2:20][CH2:21][N:22]([CH3:24])[CH3:23])[CH3:19])=[CH:11][C:10]=2[O:25][CH3:26])=[N:6][CH:7]=1.[NH4+].[Cl-].